This data is from Full USPTO retrosynthesis dataset with 1.9M reactions from patents (1976-2016). The task is: Predict the reactants needed to synthesize the given product. (1) Given the product [C:11]([NH:2][CH2:3][CH2:4][SH:5])([O:10][C:6]([CH3:9])([CH3:8])[CH3:7])=[O:12], predict the reactants needed to synthesize it. The reactants are: Cl.[NH2:2][CH2:3][CH2:4][SH:5].[C:6]([O:10][C:11](O[C:11]([O:10][C:6]([CH3:9])([CH3:8])[CH3:7])=[O:12])=[O:12])([CH3:9])([CH3:8])[CH3:7].[OH-].[Na+]. (2) The reactants are: [NH2:1][C:2]1[N:7]=[C:6]([N:8]2[CH2:13][CH2:12][CH2:11][C@H:10]([C:14]([NH:16][C:17]3[CH:22]=[CH:21][CH:20]=[C:19]([Cl:23])[CH:18]=3)=[O:15])[CH2:9]2)[CH:5]=[C:4]([C:24]2[CH:29]=[CH:28][C:27]([C:30]#[N:31])=[C:26](F)[CH:25]=2)[N:3]=1.CCO.CCN(C(C)C)C(C)C.[NH2:45][NH2:46]. Given the product [NH2:1][C:2]1[N:7]=[C:6]([N:8]2[CH2:13][CH2:12][CH2:11][C@H:10]([C:14]([NH:16][C:17]3[CH:22]=[CH:21][CH:20]=[C:19]([Cl:23])[CH:18]=3)=[O:15])[CH2:9]2)[CH:5]=[C:4]([C:24]2[CH:25]=[C:26]3[C:27]([C:30]([NH2:31])=[N:45][NH:46]3)=[CH:28][CH:29]=2)[N:3]=1, predict the reactants needed to synthesize it. (3) Given the product [F:27][C:28]1[CH:34]=[C:33]([F:35])[CH:32]=[CH:31][C:29]=1[NH:30][C:23]1[CH:24]=[CH:25][C:17]2[C:16](=[O:26])[C:15]3[CH:21]=[C:11]([O:10][CH2:9][CH2:8][CH2:7][N:1]4[CH2:2][CH2:3][O:4][CH2:5][CH2:6]4)[CH:12]=[CH:13][C:14]=3[CH2:20][CH2:19][C:18]=2[CH:22]=1, predict the reactants needed to synthesize it. The reactants are: [N:1]1([CH2:7][CH2:8][CH2:9][O:10][C:11]2[C:21]3[CH2:20][CH2:19][C:18]4[CH:22]=[CH:23][CH:24]=[CH:25][C:17]=4[C:16](=[O:26])[C:15]=3[CH:14]=[CH:13][CH:12]=2)[CH2:6][CH2:5][O:4][CH2:3][CH2:2]1.[F:27][C:28]1[CH:34]=[C:33]([F:35])[CH:32]=[CH:31][C:29]=1[NH2:30].C1(P(C2CCCCC2)C2C=CC=CC=2C2C(C(C)C)=CC(C(C)C)=CC=2C(C)C)CCCCC1.C1(C)C=CC=CC=1. (4) Given the product [CH:34]1([CH2:37][N:38]2[C:43](=[O:44])[C:42]([CH2:45][CH2:19][CH2:14][N:11]3[CH2:12][CH2:13][N:8]([C:6]([O:5][C:1]([CH3:2])([CH3:4])[CH3:3])=[O:7])[CH2:9][CH2:10]3)=[CH:41][C:40]([C:53]3[CH:58]=[CH:57][C:56]([O:59][CH3:60])=[C:55]([F:61])[CH:54]=3)=[N:39]2)[CH2:36][CH2:35]1, predict the reactants needed to synthesize it. The reactants are: [C:1]([O:5][C:6]([N:8]1[CH2:13][CH2:12][N:11]([C:14]2C(=O)N(CC(C)C)N=C(C3C=CC(C)=C(F)C=3)[C:19]=2C)[CH2:10][CH2:9]1)=[O:7])([CH3:4])([CH3:3])[CH3:2].[CH:34]1([CH2:37][N:38]2[C:43](=[O:44])[C:42]([CH2:45]CCOS(C)(=O)=O)=[CH:41][C:40]([C:53]3[CH:58]=[CH:57][C:56]([O:59][CH3:60])=[C:55]([F:61])[CH:54]=3)=[N:39]2)[CH2:36][CH2:35]1.N1(C(OC(C)(C)C)=O)CCNCC1. (5) Given the product [CH2:26]([NH:28][C:3]([C:5]1[C:13]2[S:12][C:11]([NH:14][C:15]([NH:17][CH2:18][CH3:19])=[O:16])=[N:10][C:9]=2[CH:8]=[C:7]([C:20]2[CH:21]=[N:22][CH:23]=[CH:24][CH:25]=2)[CH:6]=1)=[O:2])[CH3:27], predict the reactants needed to synthesize it. The reactants are: C[O:2][C:3]([C:5]1[C:13]2[S:12][C:11]([NH:14][C:15]([NH:17][CH2:18][CH3:19])=[O:16])=[N:10][C:9]=2[CH:8]=[C:7]([C:20]2[CH:21]=[N:22][CH:23]=[CH:24][CH:25]=2)[CH:6]=1)=O.[CH2:26]([NH2:28])[CH3:27]. (6) Given the product [F:46][C:5]1[CH:6]=[CH:7][CH:2]=[CH:3][C:4]=1[C:9]1[O:13][N:12]=[C:11]([C:14]([N:16]2[CH2:21][C@H:20]([CH2:22][CH:23]([CH3:25])[CH3:24])[NH:19][C:18](=[O:26])[C@@H:17]2[CH2:27][CH:28]([CH3:30])[CH3:29])=[O:15])[CH:10]=1, predict the reactants needed to synthesize it. The reactants are: F[C:2]1[CH:3]=[C:4]([C:9]2[O:13][N:12]=[C:11]([C:14]([N:16]3[CH2:21][C@H:20]([CH2:22][CH:23]([CH3:25])[CH3:24])[NH:19][C:18](=[O:26])[C@@H:17]3[CH2:27][CH:28]([CH3:30])[CH3:29])=[O:15])[CH:10]=2)[CH:5]=[CH:6][C:7]=1F.C([C@@H]1NC[C@H](CC(C)C)NC1=O)C(C)C.[F:46]C1C=CC=CC=1C1ON=C(C(O)=O)C=1. (7) Given the product [Br:2][CH2:15][CH2:14][C:12]1[CH:11]=[CH:10][C:9]2[O:5][CH2:6][CH2:7][C:8]=2[CH:13]=1, predict the reactants needed to synthesize it. The reactants are: P(Br)(Br)[Br:2].[O:5]1[C:9]2[CH:10]=[CH:11][C:12]([CH:14](O)[CH3:15])=[CH:13][C:8]=2[CH2:7][CH2:6]1. (8) Given the product [O:6]=[C:7]1[O:13][C@H:12]([C@H:14]([CH2:16][OH:17])[OH:15])[C:10]([O-:11])=[C:8]1[OH:9].[Sr+2:5].[O:6]=[C:7]1[O:13][C@H:12]([C@H:14]([CH2:16][OH:17])[OH:15])[C:10]([O-:11])=[C:8]1[OH:9], predict the reactants needed to synthesize it. The reactants are: C(=O)([O-])[O-].[Sr+2:5].[O:6]=[C:7]1[O:13][C@H:12]([C@H:14]([CH2:16][OH:17])[OH:15])[C:10]([OH:11])=[C:8]1[OH:9]. (9) The reactants are: [NH:1]([C:3]1[CH:8]=[N:7][CH:6]=[CH:5][N:4]=1)[NH2:2].[OH:9][N:10]=[C:11]([C:20](=O)[CH3:21])[C:12]([C:14]1[CH:19]=[CH:18][CH:17]=[CH:16][CH:15]=1)=O.CCO. Given the product [CH3:21][C:20]1[N:1]([C:3]2[CH:8]=[N:7][CH:6]=[CH:5][N:4]=2)[N:2]=[C:12]([C:14]2[CH:19]=[CH:18][CH:17]=[CH:16][CH:15]=2)[C:11]=1[N:10]=[O:9], predict the reactants needed to synthesize it.